Dataset: Peptide-MHC class I binding affinity with 185,985 pairs from IEDB/IMGT. Task: Regression. Given a peptide amino acid sequence and an MHC pseudo amino acid sequence, predict their binding affinity value. This is MHC class I binding data. (1) The MHC is HLA-A03:01 with pseudo-sequence HLA-A03:01. The binding affinity (normalized) is 0.517. The peptide sequence is AMLFLISGK. (2) The peptide sequence is DEDDSEPVL. The MHC is HLA-B45:01 with pseudo-sequence HLA-B45:01. The binding affinity (normalized) is 0.0950. (3) The binding affinity (normalized) is 0.0847. The MHC is HLA-B58:01 with pseudo-sequence HLA-B58:01. The peptide sequence is TPEGIIPTL. (4) The peptide sequence is SMNYPNSYK. The MHC is HLA-A29:02 with pseudo-sequence HLA-A29:02. The binding affinity (normalized) is 0.0847. (5) The binding affinity (normalized) is 0.0408. The MHC is Patr-B0101 with pseudo-sequence Patr-B0101. The peptide sequence is RGYVFQGL. (6) The peptide sequence is LLPARSWSYI. The MHC is Mamu-A01 with pseudo-sequence Mamu-A01. The binding affinity (normalized) is 0.727. (7) The peptide sequence is SQSDTVFDH. The MHC is HLA-A29:02 with pseudo-sequence HLA-A29:02. The binding affinity (normalized) is 0.00303. (8) The peptide sequence is VQIPEKKCF. The MHC is HLA-A03:01 with pseudo-sequence HLA-A03:01. The binding affinity (normalized) is 0.0847.